From a dataset of Full USPTO retrosynthesis dataset with 1.9M reactions from patents (1976-2016). Predict the reactants needed to synthesize the given product. (1) Given the product [OH:1][CH2:2][CH:3]=[CH:4][C:5]1[CH:14]=[CH:13][C:8]([C:9]([O:11][CH3:12])=[O:10])=[CH:7][CH:6]=1, predict the reactants needed to synthesize it. The reactants are: [OH:1][CH2:2][C:3]#[C:4][C:5]1[CH:14]=[CH:13][C:8]([C:9]([O:11][CH3:12])=[O:10])=[CH:7][CH:6]=1. (2) The reactants are: C([N:14]1[CH2:17][C:16]([CH2:20][CH3:21])([O:18][CH3:19])[CH2:15]1)(C1C=CC=CC=1)C1C=CC=CC=1.[CH3:34][C:33]([O:32][C:30](O[C:30]([O:32][C:33]([CH3:36])([CH3:35])[CH3:34])=[O:31])=[O:31])([CH3:36])[CH3:35]. Given the product [C:33]([O:32][C:30]([N:14]1[CH2:17][C:16]([CH2:20][CH3:21])([O:18][CH3:19])[CH2:15]1)=[O:31])([CH3:34])([CH3:35])[CH3:36], predict the reactants needed to synthesize it. (3) Given the product [CH3:1][C:2]1[CH:3]=[C:4]([CH:8]=[CH:9][C:10]=1[N+:11]([O-:13])=[O:12])[CH2:5][N:6]1[C:18]([OH:19])=[CH:17][C:16]([C:15]([F:25])([F:24])[F:14])=[N:7]1, predict the reactants needed to synthesize it. The reactants are: [CH3:1][C:2]1[CH:3]=[C:4]([CH:8]=[CH:9][C:10]=1[N+:11]([O-:13])=[O:12])[CH2:5][NH:6][NH2:7].[F:14][C:15]([F:25])([F:24])[C:16](=O)[CH2:17][C:18](OCC)=[O:19].